From a dataset of Full USPTO retrosynthesis dataset with 1.9M reactions from patents (1976-2016). Predict the reactants needed to synthesize the given product. (1) Given the product [N:4]1[CH:5]=[CH:6][CH:7]=[CH:8][C:3]=1[C:1]1([NH2:2])[CH2:10][CH2:9]1, predict the reactants needed to synthesize it. The reactants are: [C:1]([C:3]1[CH:8]=[CH:7][CH:6]=[CH:5][N:4]=1)#[N:2].[CH2:9]([Mg]Br)[CH3:10].B(F)(F)F.CCOCC.O. (2) Given the product [C:24]([C@H:16]([NH:15][C:2]1[C:11]([C:12]([OH:14])=[O:13])=[CH:10][C:9]2[C:4](=[CH:5][CH:6]=[CH:7][CH:8]=2)[N:3]=1)[CH2:17][C:18]1[CH:23]=[CH:22][CH:21]=[CH:20][CH:19]=1)([OH:26])=[O:25], predict the reactants needed to synthesize it. The reactants are: Cl[C:2]1[C:11]([C:12]([OH:14])=[O:13])=[CH:10][C:9]2[C:4](=[CH:5][CH:6]=[CH:7][CH:8]=2)[N:3]=1.[NH2:15][C@@H:16]([C:24]([OH:26])=[O:25])[CH2:17][C:18]1[CH:23]=[CH:22][CH:21]=[CH:20][CH:19]=1.